Dataset: Forward reaction prediction with 1.9M reactions from USPTO patents (1976-2016). Task: Predict the product of the given reaction. (1) Given the reactants Cl.[C:2]([CH2:4][C:5]1[N:6]=[C:7]([C:11]2[CH:16]=[CH:15][CH:14]=[CH:13][CH:12]=2)[NH:8][C:9]=1[CH3:10])#N.[OH2:17].[OH-].[Na+].[CH2:20]([OH:22])[CH3:21], predict the reaction product. The product is: [CH2:20]([O:22][C:2]([CH2:4][C:5]1[N:6]=[C:7]([C:11]2[CH:16]=[CH:15][CH:14]=[CH:13][CH:12]=2)[NH:8][C:9]=1[CH3:10])=[O:17])[CH3:21]. (2) The product is: [OH:1][C@H:2]([C@H:10]1[O:15][CH2:14][CH2:13][N:12]([CH2:25][C:24]2[CH:27]=[CH:28][C:21]([O:20][CH3:19])=[CH:22][CH:23]=2)[C:11]1=[O:16])[C:3]([O:5][C:6]([CH3:9])([CH3:7])[CH3:8])=[O:4]. Given the reactants [OH:1][C@H:2]([C@H:10]1[O:15][CH2:14][CH2:13][NH:12][C:11]1=[O:16])[C:3]([O:5][C:6]([CH3:9])([CH3:8])[CH3:7])=[O:4].[H-].[Na+].[CH3:19][O:20][C:21]1[CH:28]=[CH:27][C:24]([CH2:25]Cl)=[CH:23][CH:22]=1, predict the reaction product. (3) Given the reactants [CH2:1]([C:3]1[CH:26]=[CH:25][C:6]2[N:7]=[C:8]([NH:10][C:11]3[CH:16]=[C:15]([CH2:17][C:18]4[CH:23]=[CH:22][CH:21]=[CH:20][CH:19]=4)[N:14]=[C:13](F)[N:12]=3)[S:9][C:5]=2[CH:4]=1)[CH3:2].[NH2:27][C:28]1[CH:33]=[CH:32][C:31]([CH2:34][CH2:35][C:36]([OH:38])=[O:37])=[CH:30][CH:29]=1, predict the reaction product. The product is: [CH2:1]([C:3]1[CH:26]=[CH:25][C:6]2[N:7]=[C:8]([NH:10][C:11]3[CH:16]=[C:15]([CH2:17][C:18]4[CH:23]=[CH:22][CH:21]=[CH:20][CH:19]=4)[N:14]=[C:13]([NH:27][C:28]4[CH:29]=[CH:30][C:31]([CH2:34][CH2:35][C:36]([OH:38])=[O:37])=[CH:32][CH:33]=4)[N:12]=3)[S:9][C:5]=2[CH:4]=1)[CH3:2]. (4) Given the reactants Cl.[Cl:2][C:3]1[CH:4]=[CH:5][C:6]2[N:7]([C:9]([CH2:19]Cl)=[C:10]([C:12]3[CH:17]=[CH:16][C:15]([F:18])=[CH:14][CH:13]=3)[N:11]=2)[CH:8]=1.[Cl:21][C:22]1[CH:27]=[C:26]([CH3:28])[N:25]=[C:24]([NH2:29])[N:23]=1, predict the reaction product. The product is: [Cl:21][C:22]1[CH:27]=[C:26]([CH3:28])[N:25]=[C:24]([NH:29][CH2:19][C:9]2[N:7]3[CH:8]=[C:3]([Cl:2])[CH:4]=[CH:5][C:6]3=[N:11][C:10]=2[C:12]2[CH:13]=[CH:14][C:15]([F:18])=[CH:16][CH:17]=2)[N:23]=1. (5) Given the reactants C(=O)([O-])[O-].[K+].[K+].Cl[CH2:8][C:9]([O:11][CH2:12][CH3:13])=[O:10].[I-].[K+].[NH:16]1[CH:20]=[CH:19][N:18]=[C:17]1[CH:21]=[O:22], predict the reaction product. The product is: [CH:21]([C:17]1[N:16]([CH2:8][C:9]([O:11][CH2:12][CH3:13])=[O:10])[CH:20]=[CH:19][N:18]=1)=[O:22]. (6) Given the reactants [CH3:1][C:2]1[CH:3]=[C:4]2[C:8](=[C:9]([NH:11][CH:12]3[CH2:17][CH2:16][NH:15][CH2:14][CH2:13]3)[CH:10]=1)[NH:7][C:6]([C:18]1[CH:23]=[CH:22][CH:21]=[CH:20][CH:19]=1)=[CH:5]2.[OH:24][CH2:25][C:26](O)=[O:27].C(Cl)CCl.C1C=CC2N(O)N=NC=2C=1.CCN(CC)CC.C([O-])(O)=O.[Na+], predict the reaction product. The product is: [OH:27][CH2:26][C:25]([N:15]1[CH2:14][CH2:13][CH:12]([NH:11][C:9]2[CH:10]=[C:2]([CH3:1])[CH:3]=[C:4]3[C:8]=2[NH:7][C:6]([C:18]2[CH:23]=[CH:22][CH:21]=[CH:20][CH:19]=2)=[CH:5]3)[CH2:17][CH2:16]1)=[O:24]. (7) Given the reactants [CH2:1]([C:4]1[CH:9]=[C:8]([F:10])[CH:7]=[CH:6][C:5]=1[NH:11][C:12](=[O:15])[CH:13]=[CH2:14])C=C, predict the reaction product. The product is: [F:10][C:8]1[CH:7]=[CH:6][C:5]2[NH:11][C:12](=[O:15])[CH:13]=[CH:14][CH2:1][C:4]=2[CH:9]=1.